Dataset: Forward reaction prediction with 1.9M reactions from USPTO patents (1976-2016). Task: Predict the product of the given reaction. The product is: [CH2:5]([O:12][C:13]1[CH:37]=[CH:36][C:35]([CH:38]2[CH2:39][CH2:40][N:41]([CH:1]([CH3:3])[CH3:2])[CH2:42][CH2:43]2)=[CH:34][C:14]=1[C:15]([NH:17][C:18]1[CH:27]=[C:26]([C:28]2[CH:33]=[CH:32][CH:31]=[CH:30][CH:29]=2)[CH:25]=[CH:24][C:19]=1[C:20]([O:22][CH3:23])=[O:21])=[O:16])[C:6]1[CH:7]=[CH:8][CH:9]=[CH:10][CH:11]=1. Given the reactants [CH:1](I)([CH3:3])[CH3:2].[CH2:5]([O:12][C:13]1[CH:37]=[CH:36][C:35]([CH:38]2[CH2:43][CH2:42][NH:41][CH2:40][CH2:39]2)=[CH:34][C:14]=1[C:15]([NH:17][C:18]1[CH:27]=[C:26]([C:28]2[CH:33]=[CH:32][CH:31]=[CH:30][CH:29]=2)[CH:25]=[CH:24][C:19]=1[C:20]([O:22][CH3:23])=[O:21])=[O:16])[C:6]1[CH:11]=[CH:10][CH:9]=[CH:8][CH:7]=1.C(=O)([O-])[O-].[K+].[K+], predict the reaction product.